This data is from TCR-epitope binding with 47,182 pairs between 192 epitopes and 23,139 TCRs. The task is: Binary Classification. Given a T-cell receptor sequence (or CDR3 region) and an epitope sequence, predict whether binding occurs between them. (1) The epitope is KLPDDFTGCV. The TCR CDR3 sequence is CSVGIPAAGYYGYTF. Result: 1 (the TCR binds to the epitope). (2) The epitope is KLWAQCVQL. The TCR CDR3 sequence is CASSFSGSTYQETQYF. Result: 1 (the TCR binds to the epitope). (3) The epitope is TLDSKTQSL. The TCR CDR3 sequence is CASSPRPLWDRTNTEAFF. Result: 1 (the TCR binds to the epitope). (4) The epitope is HPKVSSEVHI. The TCR CDR3 sequence is CSATGRESGIEQYF. Result: 1 (the TCR binds to the epitope). (5) The epitope is LEPLVDLPI. The TCR CDR3 sequence is CASSHLAGAYEQYF. Result: 1 (the TCR binds to the epitope). (6) The epitope is KLSYGIATV. The TCR CDR3 sequence is CASSEFILAGPNTGELFF. Result: 1 (the TCR binds to the epitope). (7) Result: 1 (the TCR binds to the epitope). The epitope is HPKVSSEVHI. The TCR CDR3 sequence is CSATSRASAIEQYF.